Dataset: Forward reaction prediction with 1.9M reactions from USPTO patents (1976-2016). Task: Predict the product of the given reaction. (1) Given the reactants Cl/[C:2](=[N:8]/[NH:9][C:10]1[CH:15]=[C:14]([F:16])[CH:13]=[CH:12][C:11]=1[O:17][CH2:18]/[CH:19]=[CH:20]/[C:21]1[CH:26]=[CH:25][CH:24]=[CH:23][CH:22]=1)/[C:3]([O:5][CH2:6][CH3:7])=[O:4].C(N(CC)CC)C.CCOC(C)=O, predict the reaction product. The product is: [F:16][C:14]1[CH:13]=[CH:12][C:11]2[O:17][CH2:18][C@@H:19]3[C@H:20]([C:21]4[CH:26]=[CH:25][CH:24]=[CH:23][CH:22]=4)[C:2]([C:3]([O:5][CH2:6][CH3:7])=[O:4])=[N:8][N:9]3[C:10]=2[CH:15]=1. (2) Given the reactants [Cl:1][C:2]1[C:3](F)=[N:4][C:5]([NH:21][CH2:22][C:23]([O:25]C)=[O:24])=[C:6]([Cl:20])[C:7]=1[O:8][C:9]1[CH:14]=[CH:13][C:12](OC)=[C:11]([CH:17]([CH3:19])[CH3:18])[CH:10]=1.[CH3:28][O-:29].[Na+].C[OH:32], predict the reaction product. The product is: [Cl:1][C:2]1[C:3]([O:29][CH3:28])=[N:4][C:5]([NH:21][CH2:22][C:23]([OH:25])=[O:24])=[C:6]([Cl:20])[C:7]=1[O:8][C:9]1[CH:14]=[CH:13][C:12]([OH:32])=[C:11]([CH:17]([CH3:18])[CH3:19])[CH:10]=1. (3) Given the reactants [CH3:1][O:2][C:3]1[CH:4]=[C:5]2[C:10](=[CH:11][C:12]=1[O:13][CH3:14])[N:9]=[CH:8][CH:7]=[C:6]2[CH2:15][N:16]1[CH2:21][CH2:20][CH:19]([NH:22]C(=O)OC(C)(C)C)[CH2:18][CH2:17]1.C(O)(C(F)(F)F)=O, predict the reaction product. The product is: [CH3:1][O:2][C:3]1[CH:4]=[C:5]2[C:10](=[CH:11][C:12]=1[O:13][CH3:14])[N:9]=[CH:8][CH:7]=[C:6]2[CH2:15][N:16]1[CH2:17][CH2:18][CH:19]([NH2:22])[CH2:20][CH2:21]1. (4) Given the reactants [Cl:1][C:2]1[N:9]=[C:8](Cl)[CH:7]=[C:6]([C:11]2[CH:16]=[CH:15][C:14]([O:17][C:18]3[CH:23]=[CH:22][CH:21]=[CH:20][CH:19]=3)=[CH:13][CH:12]=2)[C:3]=1[C:4]#[N:5].[C:24]([NH:27][C:28]1[CH:29]=[C:30](B(O)O)[CH:31]=[CH:32][CH:33]=1)(=[O:26])[CH3:25].O.[O-]P([O-])([O-])=O.[K+].[K+].[K+], predict the reaction product. The product is: [Cl:1][C:2]1[N:9]=[C:8]([C:32]2[CH:33]=[C:28]([NH:27][C:24](=[O:26])[CH3:25])[CH:29]=[CH:30][CH:31]=2)[CH:7]=[C:6]([C:11]2[CH:12]=[CH:13][C:14]([O:17][C:18]3[CH:23]=[CH:22][CH:21]=[CH:20][CH:19]=3)=[CH:15][CH:16]=2)[C:3]=1[C:4]#[N:5]. (5) Given the reactants [Na].[C:2]1([S:8]([OH:10])=[O:9])[CH:7]=[CH:6][CH:5]=[CH:4][CH:3]=1.[CH3:11][CH:12]1[CH2:17][CH2:16][C:15](=[O:18])[CH:14]=[CH:13]1.Cl, predict the reaction product. The product is: [CH3:11][CH:12]1[CH2:17][CH2:16][C:15](=[O:18])[CH2:14][CH:13]1[S:8]([C:2]1[CH:7]=[CH:6][CH:5]=[CH:4][CH:3]=1)(=[O:10])=[O:9]. (6) Given the reactants Cl[C:2]1[N:11]=[CH:10][C:9]([Cl:12])=[CH:8][C:3]=1[C:4]([O:6][CH3:7])=[O:5].[NH3:13], predict the reaction product. The product is: [NH2:13][C:2]1[N:11]=[CH:10][C:9]([Cl:12])=[CH:8][C:3]=1[C:4]([O:6][CH3:7])=[O:5].